This data is from Catalyst prediction with 721,799 reactions and 888 catalyst types from USPTO. The task is: Predict which catalyst facilitates the given reaction. (1) Reactant: [CH2:1]([O:8][N:9]1[C:15](=[O:16])[N:14]2[CH2:17][C@H:10]1[CH2:11][CH2:12][C@H:13]2[C:18]([OH:20])=O)[C:2]1[CH:7]=[CH:6][CH:5]=[CH:4][CH:3]=1.[NH2:21][O:22][CH:23]1[CH2:28][CH2:27][N:26]([C:29]([NH:38][C:39](=[O:45])[O:40][C:41]([CH3:44])([CH3:43])[CH3:42])=[N:30][C:31](=[O:37])[O:32][C:33]([CH3:36])([CH3:35])[CH3:34])[CH2:25][CH2:24]1.ON1C2C=CC=CC=2N=N1.Cl.C(N=C=NCCCN(C)C)C. Product: [CH2:1]([O:8][N:9]1[C:15](=[O:16])[N:14]2[CH2:17][C@H:10]1[CH2:11][CH2:12][C@H:13]2[C:18]([NH:21][O:22][CH:23]1[CH2:24][CH2:25][N:26]([C:29]([NH:38][C:39](=[O:45])[O:40][C:41]([CH3:44])([CH3:43])[CH3:42])=[N:30][C:31](=[O:37])[O:32][C:33]([CH3:35])([CH3:36])[CH3:34])[CH2:27][CH2:28]1)=[O:20])[C:2]1[CH:3]=[CH:4][CH:5]=[CH:6][CH:7]=1. The catalyst class is: 2. (2) Reactant: [CH3:1][CH2:2][CH2:3][CH2:4][CH2:5][CH2:6][CH2:7][CH2:8][CH2:9][CH2:10][CH2:11][CH2:12][CH2:13][CH2:14][CH2:15][CH2:16][O:17][CH2:18][CH2:19][CH2:20][O:21][P:22]1([O:28][CH2:27][C@H:26]([CH2:29][N:30]2[C:35](=[O:36])[N:34]=[C:33]([NH2:37])[CH:32]=[CH:31]2)[O:25][CH2:24]1)=[O:23].[OH-:38].[Na+]. Product: [CH3:1][CH2:2][CH2:3][CH2:4][CH2:5][CH2:6][CH2:7][CH2:8][CH2:9][CH2:10][CH2:11][CH2:12][CH2:13][CH2:14][CH2:15][CH2:16][O:17][CH2:18][CH2:19][CH2:20][O:21][P:22]([OH:28])([CH2:24][O:25][C@H:26]([CH2:27][OH:38])[CH2:29][N:30]1[C:35](=[O:36])[N:34]=[C:33]([NH2:37])[CH:32]=[CH:31]1)=[O:23]. The catalyst class is: 15.